This data is from Peptide-MHC class I binding affinity with 185,985 pairs from IEDB/IMGT. The task is: Regression. Given a peptide amino acid sequence and an MHC pseudo amino acid sequence, predict their binding affinity value. This is MHC class I binding data. (1) The peptide sequence is AHSTIMPRL. The MHC is HLA-A31:01 with pseudo-sequence HLA-A31:01. The binding affinity (normalized) is 0.0847. (2) The peptide sequence is LPLPWAAGAD. The MHC is HLA-B35:01 with pseudo-sequence HLA-B35:01. The binding affinity (normalized) is 0.230. (3) The peptide sequence is YENLKYSVI. The MHC is HLA-B44:02 with pseudo-sequence HLA-B44:02. The binding affinity (normalized) is 0.584. (4) The peptide sequence is RARGETYGRL. The binding affinity (normalized) is 0.314. The MHC is HLA-B27:05 with pseudo-sequence HLA-B27:05. (5) The binding affinity (normalized) is 0.0847. The peptide sequence is DSMGQGDAY. The MHC is HLA-A02:19 with pseudo-sequence HLA-A02:19. (6) The peptide sequence is ISIDAVERCYL. The MHC is H-2-Db with pseudo-sequence H-2-Db. The binding affinity (normalized) is 0.161.